Predict the reaction yield, written as a fraction of the theoretical maximum amount of product (1.0 means a 100% yield; for example, 0.34 means a 34% yield). From a dataset of Reaction yield outcomes from USPTO patents with 853,638 reactions. (1) The reactants are C[Al](C)C.CCCCCCC.[NH2:12][C:13]1[CH:20]=[CH:19][C:16]([C:17]#[N:18])=[C:15]([C:21]([F:24])([F:23])[F:22])[CH:14]=1.C[O:26][C:27]([C:29]1[CH:37]=[C:36]2[C:32]([CH:33]=[CH:34][NH:35]2)=[CH:31][CH:30]=1)=O.C(C(C(C([O-])=O)O)O)([O-])=O.[Na+].[Na+]. The catalyst is O1CCOCC1.ClCCl. The product is [C:17]([C:16]1[CH:19]=[CH:20][C:13]([NH:12][C:27]([C:29]2[CH:37]=[C:36]3[C:32]([CH:33]=[CH:34][NH:35]3)=[CH:31][CH:30]=2)=[O:26])=[CH:14][C:15]=1[C:21]([F:22])([F:23])[F:24])#[N:18]. The yield is 0.710. (2) The reactants are NC1N=C2C=CC(C3C=C(NS(C)(=O)=[O:19])C(Cl)=NC=3)=NN2C=1C1C=CC=C(F)C=1.[Cl:30][C:31]1[N:36]=[CH:35][C:34]([C:37]2[CH:38]=[CH:39][C:40]3[N:41]([C:43]([C:50]4[CH:55]=[CH:54][C:53]([F:56])=[C:52]([C:57](N5CCOCC5)=[O:58])[CH:51]=4)=[C:44]([NH:46]C(=O)C)[N:45]=3)[N:42]=2)=[CH:33][C:32]=1[NH:65][S:66]([CH3:69])(=[O:68])=[O:67].[OH-].[Na+]. No catalyst specified. The product is [NH2:46][C:44]1[N:45]=[C:40]2[CH:39]=[CH:38][C:37]([C:34]3[CH:35]=[N:36][C:31]([Cl:30])=[C:32]([NH:65][S:66]([CH3:69])(=[O:68])=[O:67])[CH:33]=3)=[N:42][N:41]2[C:43]=1[C:50]1[CH:55]=[CH:54][C:53]([F:56])=[C:52]([CH:51]=1)[C:57]([OH:58])=[O:19]. The yield is 0.270. (3) The reactants are [CH2:1]([NH2:3])[CH3:2].[Cl:4][C:5]1[CH:6]=[C:7]([CH:11]([O:25][CH2:26][C:27]([O:29]CC)=O)[C@@H:12]2[CH2:17][CH2:16][CH2:15][N:14]([C:18]([O:20][C:21]([CH3:24])([CH3:23])[CH3:22])=[O:19])[CH2:13]2)[CH:8]=[CH:9][CH:10]=1. No catalyst specified. The product is [Cl:4][C:5]1[CH:6]=[C:7]([CH:11]([O:25][CH2:26][C:27]([NH:3][CH2:1][CH3:2])=[O:29])[C@@H:12]2[CH2:17][CH2:16][CH2:15][N:14]([C:18]([O:20][C:21]([CH3:23])([CH3:22])[CH3:24])=[O:19])[CH2:13]2)[CH:8]=[CH:9][CH:10]=1. The yield is 0.580. (4) The reactants are [C:1]([C:3](=[C:9](SC)[S:10][CH3:11])[C:4]([O:6][CH2:7][CH3:8])=[O:5])#[N:2].Cl.[NH2:15][NH2:16].C([O-])(=O)C.[Na+]. The catalyst is C(O)C. The product is [NH2:2][C:1]1[NH:16][N:15]=[C:9]([S:10][CH3:11])[C:3]=1[C:4]([O:6][CH2:7][CH3:8])=[O:5]. The yield is 0.470. (5) The reactants are [CH2:1]([C:8]1[N:12]([C:13]2[CH:18]=[CH:17][C:16]([C:19]([NH:21][CH2:22][CH3:23])=[O:20])=[CH:15][CH:14]=2)[N:11]=[N:10][C:9]=1[C:24](O)=[O:25])[C:2]1[CH:7]=[CH:6][CH:5]=[CH:4][CH:3]=1.C1C=C[C:30]2N(O)N=[N:33][C:31]=2[CH:32]=1.C1(N)CC1.CCN=C=NCCCN(C)C.C(=O)([O-])O.[Na+]. The catalyst is C(#N)C.CN(C=O)C. The product is [CH2:1]([C:8]1[N:12]([C:13]2[CH:18]=[CH:17][C:16]([C:19]([NH:21][CH2:22][CH3:23])=[O:20])=[CH:15][CH:14]=2)[N:11]=[N:10][C:9]=1[C:24]([NH:33][CH:31]1[CH2:32][CH2:30]1)=[O:25])[C:2]1[CH:7]=[CH:6][CH:5]=[CH:4][CH:3]=1. The yield is 0.885. (6) The reactants are FC(F)(F)C(O)=O.C(OC([NH:15][CH2:16][C:17]1[CH:22]=[CH:21][C:20]([CH:23]([CH3:29])[C:24]([O:26][CH2:27][CH3:28])=[O:25])=[CH:19][CH:18]=1)=O)(C)(C)C. The catalyst is ClCCl. The product is [NH2:15][CH2:16][C:17]1[CH:18]=[CH:19][C:20]([CH:23]([CH3:29])[C:24]([O:26][CH2:27][CH3:28])=[O:25])=[CH:21][CH:22]=1. The yield is 0.860. (7) The product is [CH3:15][C:13]1[CH:14]=[C:9]2[C:10](=[CH:11][CH:12]=1)[NH:16][N:17]=[C:7]2[C:1]1[CH:6]=[CH:5][CH:4]=[CH:3][CH:2]=1. The reactants are [C:1]1([C:7]([C:9]2[CH:14]=[C:13]([CH3:15])[CH:12]=[CH:11][C:10]=2[NH2:16])=O)[CH:6]=[CH:5][CH:4]=[CH:3][CH:2]=1.[N:17]([O-])=O.[Na+].Cl[Sn]Cl. The catalyst is Cl.O. The yield is 0.800. (8) The reactants are Cl[C:2]1[CH:11]=[N:10][C:9]2[C:4](=[CH:5][CH:6]=[CH:7][C:8]=2[Cl:12])[N:3]=1.[Br:13][C:14]1[CH:15]=[C:16]([OH:20])[CH:17]=[CH:18][CH:19]=1.C(=O)([O-])[O-].[K+].[K+].C(OCC)(=O)C. The catalyst is C(#N)C. The product is [Br:13][C:14]1[CH:15]=[C:16]([CH:17]=[CH:18][CH:19]=1)[O:20][C:2]1[CH:11]=[N:10][C:9]2[C:4](=[CH:5][CH:6]=[CH:7][C:8]=2[Cl:12])[N:3]=1. The yield is 0.860. (9) The reactants are O1CCCC1.[O:6]([C:13]1[CH:18]=[CH:17][C:16]([CH2:19][C:20](Cl)=[N:21][OH:22])=[CH:15][N:14]=1)[C:7]1[CH:12]=[CH:11][CH:10]=[CH:9][CH:8]=1.[C:24]([C:26]1[C:27]([NH2:32])=[N:28][CH:29]=[CH:30][CH:31]=1)#[CH:25].C(N(CC)CC)C. The catalyst is O. The product is [O:6]([C:13]1[N:14]=[CH:15][C:16]([CH2:19][C:20]2[CH:25]=[C:24]([C:26]3[C:27]([NH2:32])=[N:28][CH:29]=[CH:30][CH:31]=3)[O:22][N:21]=2)=[CH:17][CH:18]=1)[C:7]1[CH:12]=[CH:11][CH:10]=[CH:9][CH:8]=1. The yield is 0.310. (10) The reactants are [Cl:1][C:2]1[CH:16]=[CH:15][C:5]([CH2:6][O:7][C:8]2[CH:13]=[CH:12][NH:11][C:10](=[O:14])[CH:9]=2)=[CH:4][CH:3]=1.Br[C:18]1[CH:19]=[CH:20][C:21]2[C:22]3[CH2:32][N:31]([C:33]([O:35][CH2:36][CH2:37][CH2:38][CH3:39])=[O:34])[CH2:30][CH2:29][CH2:28][C:23]=3[N:24]([CH3:27])[C:25]=2[CH:26]=1.OC1C=CC=C2C=1N=CC=C2.C([O-])([O-])=O.[Cs+].[Cs+]. The catalyst is CS(C)=O.[Cu]I. The product is [Cl:1][C:2]1[CH:16]=[CH:15][C:5]([CH2:6][O:7][C:8]2[CH:13]=[CH:12][N:11]([C:18]3[CH:19]=[CH:20][C:21]4[C:22]5[CH2:32][N:31]([C:33]([O:35][CH2:36][CH2:37][CH2:38][CH3:39])=[O:34])[CH2:30][CH2:29][CH2:28][C:23]=5[N:24]([CH3:27])[C:25]=4[CH:26]=3)[C:10](=[O:14])[CH:9]=2)=[CH:4][CH:3]=1. The yield is 0.490.